Dataset: Catalyst prediction with 721,799 reactions and 888 catalyst types from USPTO. Task: Predict which catalyst facilitates the given reaction. Reactant: [O:1]1[CH:5]=[CH:4][C:3](B(O)O)=[CH:2]1.Br[C:10]1[CH:15]=[CH:14][CH:13]=[CH:12][CH:11]=1.C(=O)([O-])[O-].[Na+].[Na+]. Product: [C:10]1([C:3]2[CH:4]=[CH:5][O:1][CH:2]=2)[CH:15]=[CH:14][CH:13]=[CH:12][CH:11]=1. The catalyst class is: 224.